This data is from Experimentally validated miRNA-target interactions with 360,000+ pairs, plus equal number of negative samples. The task is: Binary Classification. Given a miRNA mature sequence and a target amino acid sequence, predict their likelihood of interaction. (1) The miRNA is hsa-miR-124-3p with sequence UAAGGCACGCGGUGAAUGCCAA. The protein sequence of the target gene is MLVGSQSFSPGGPNGIIRSQSFAGFSGLQERRSRCNSFIENSSALKKPQAKLKKMHNLGHKNNNPPKEPQPKRVEEVYRALKNGLDEYLEVHQTELDKLTAQLKDMKRNSRLGVLYDLDKQIKTIERYMRRLEFHISKVDELYEAYCIQRRLQDGASKMKQAFATSPASKAARESLTEINRSFKEYTENMCTIEVELENLLGEFSIKMKGLAGFARLCPGDQYEIFMKYGRQRWKLKGKIEVNGKQSWDGEETVFLPLIVGFISIKVTELKGLATHILVGSVTCETKELFAARPQVVAVD.... Result: 1 (interaction). (2) The miRNA is hsa-miR-4495 with sequence AAUGUAAACAGGCUUUUUGCU. Result: 0 (no interaction). The protein sequence of the target gene is MDRRSRAQQWRRARHNYNDLCPPIGRRAATALLWLSCSIALLRALASSNARAQQRAAQRRSFLNAHHRSAAAAAAAQVLPESSESESDHEHEEVEPELARPECLEYDQDDYETETDSETEPESDIESETEIETEPETEPETAPTTEPETEPEDERGPRGATFNQSLTQRLHALKLQSADASPRRAQPTTQEPESASEGEEPQRGPLDQDPRDPEEEPEERKEENRQPRRCKTRRPARRRDQSPESPPRKGPIPIRRH. (3) Result: 0 (no interaction). The protein sequence of the target gene is MEEEMQPAEEGPSVPKIYKQRSPYSVLKTFPSKRPALAKRYERPTLVELPHVRAPPPPPPPFAPHAAVSISSSEPPPQQFQAQSSYPPGPGRAAAAASSSSPSCTPATSQGHLRTPAQPPPASPAASSSSSFAAVVRYGPGAAAAAGTGGTGSDSASLELSAESRMILDAFAQQCSRVLSLLNCGGKLLDSNHSQSMISCVKQEGSSYNERQEHCHIGKGVHSQTSDNVDIEMQYMQRKQQTSAFLRVFTDSLQNYLLSGSFPTPNPSSASEYGHLADVDPLSTSPVHTLGGWTSPATSE.... The miRNA is hsa-miR-1825 with sequence UCCAGUGCCCUCCUCUCC. (4) The miRNA is hsa-miR-6724-5p with sequence CUGGGCCCGCGGCGGGCGUGGGG. The protein sequence of the target gene is MRPPGFLSRAPSLNRAERGIWSCSMDQREPLPPAPAENEMKYDTNNNEEEEGEQFDFDSGDEIPEADRQAPSAPETGGAGASEAPAPTGGEDGAGAETTPVAEPTKLVLPMKVNPYSVIDITPFQEDQPPTPVPSAEEENVGLHVPCGYLVPVPCGYAVPSNLPLLLPAYSSPVIICATSLDEEAETPEVTEDRQPNSLSSEEPPTSEDQVGREDSALARWAADPANTAWMENPEEAIYDDVPRENSDSEPDEMIYDDVENGDEGGNSSLEYGWSSSEFESYEEQSDSECKNGIPRSFLR.... Result: 0 (no interaction).